This data is from Full USPTO retrosynthesis dataset with 1.9M reactions from patents (1976-2016). The task is: Predict the reactants needed to synthesize the given product. (1) Given the product [CH3:1][S:2]([C:3]1[CH:8]=[C:7]([CH2:9][CH2:10][C:11]([O:13][C:14]([CH3:17])([CH3:16])[CH3:15])=[O:12])[CH:6]=[C:5]([C:18]2[S:19][C:20]3[CH:28]=[CH:27][CH:26]=[CH:25][C:21]=3[C:22](=[O:24])[N:23]=2)[N:4]=1)=[O:37], predict the reactants needed to synthesize it. The reactants are: [CH3:1][S:2][C:3]1[CH:8]=[C:7]([CH2:9][CH2:10][C:11]([O:13][C:14]([CH3:17])([CH3:16])[CH3:15])=[O:12])[CH:6]=[C:5]([C:18]2[S:19][C:20]3[CH:28]=[CH:27][CH:26]=[CH:25][C:21]=3[C:22](=[O:24])[N:23]=2)[N:4]=1.ClC1C=CC=C(C(OO)=[O:37])C=1. (2) The reactants are: [CH2:1]([O:3][C:4]([C:6]1([NH:15][C:16](=[O:26])[C:17]2[CH:22]=[CH:21][CH:20]=[C:19](C#N)[C:18]=2C)[CH2:14][C:13]2[C:8](=[CH:9][CH:10]=[CH:11][CH:12]=2)[CH2:7]1)=[O:5])[CH3:2].CN([CH:30]=[O:31])C.[C:32]([O-])([O-])=O.[K+].[K+].BrC[C:40]#[N:41]. Given the product [CH2:1]([O:3][C:4]([C:6]1([NH:15][C:16](=[O:26])[C:17]2[CH:22]=[CH:21][CH:20]=[C:19]([CH3:32])[C:18]=2[O:31][CH2:30][C:40]#[N:41])[CH2:14][C:13]2[C:8](=[CH:9][CH:10]=[CH:11][CH:12]=2)[CH2:7]1)=[O:5])[CH3:2], predict the reactants needed to synthesize it. (3) Given the product [F:15][C:12]([F:13])([F:14])[CH2:11][C:9]1[S:8][CH:7]=[C:6]([C:4]([OH:5])=[O:3])[CH:10]=1, predict the reactants needed to synthesize it. The reactants are: C([O:3][C:4]([C:6]1[CH:10]=[C:9]([CH2:11][C:12]([F:15])([F:14])[F:13])[S:8][CH:7]=1)=[O:5])C. (4) Given the product [Br:10][C:11]1[C:19]([N+:6]([O-:9])=[O:7])=[CH:18][C:17]([F:20])=[CH:16][C:12]=1[C:13]([OH:15])=[O:14], predict the reactants needed to synthesize it. The reactants are: OS(O)(=O)=O.[N+:6]([O-:9])(O)=[O:7].[Br:10][C:11]1[CH:19]=[CH:18][C:17]([F:20])=[CH:16][C:12]=1[C:13]([OH:15])=[O:14]. (5) Given the product [CH3:1][NH:2][C:3]1[N:8]=[C:7]([N:9]2[CH2:14][CH2:13][N:12]([CH3:15])[CH2:11][CH2:10]2)[N:6]=[C:5]([NH:16][C@H:17]2[CH2:22][CH2:21][C@H:20]([C:23]([NH:38][CH2:37][C:36]3[CH:39]=[CH:40][CH:41]=[CH:42][C:35]=3[C:34]([F:33])([F:43])[F:44])=[O:24])[CH2:19][CH2:18]2)[N:4]=1, predict the reactants needed to synthesize it. The reactants are: [CH3:1][NH:2][C:3]1[N:8]=[C:7]([N:9]2[CH2:14][CH2:13][N:12]([CH3:15])[CH2:11][CH2:10]2)[N:6]=[C:5]([NH:16][C@H:17]2[CH2:22][CH2:21][C@H:20]([C:23](O)=[O:24])[CH2:19][CH2:18]2)[N:4]=1.C(O)(C(F)(F)F)=O.[F:33][C:34]([F:44])([F:43])[C:35]1[CH:42]=[CH:41][CH:40]=[CH:39][C:36]=1[CH2:37][NH2:38].CCN=C=NCCCN(C)C.Cl.